Task: Predict the product of the given reaction.. Dataset: Forward reaction prediction with 1.9M reactions from USPTO patents (1976-2016) (1) Given the reactants [CH3:1][C:2]1[C:3]([CH3:18])=[C:4]2[O:13][C@:12]([C:15]([OH:17])=O)([CH3:14])[CH2:11][CH2:10][C:5]2=[C:6]([CH3:9])[C:7]=1[OH:8].[NH2:19][C@H:20]([C:28]([OH:30])=[O:29])[CH2:21][C:22]1[CH:27]=[CH:26][CH:25]=[CH:24][CH:23]=1.CO[C:33](=O)[C@H:34](CC(C)C)N, predict the reaction product. The product is: [O:29]1[CH2:34][CH2:33][O:30][CH:28]1[C@@H:20]([NH:19][C:15]([C@@:12]1([CH3:14])[CH2:11][CH2:10][C:5]2[C:4](=[C:3]([CH3:18])[C:2]([CH3:1])=[C:7]([OH:8])[C:6]=2[CH3:9])[O:13]1)=[O:17])[CH2:21][C:22]1[CH:27]=[CH:26][CH:25]=[CH:24][CH:23]=1. (2) Given the reactants Cl[C:2]1[C:7]([C:8]2[CH:13]=[CH:12][C:11]([Cl:14])=[C:10]([Cl:15])[CH:9]=2)=[N:6][CH:5]=[CH:4][N:3]=1.[NH:16]1[CH2:21][CH2:20][NH:19][CH2:18][CH2:17]1.C(Cl)Cl, predict the reaction product. The product is: [Cl:15][C:10]1[CH:9]=[C:8]([C:7]2[C:2]([N:16]3[CH2:21][CH2:20][NH:19][CH2:18][CH2:17]3)=[N:3][CH:4]=[CH:5][N:6]=2)[CH:13]=[CH:12][C:11]=1[Cl:14]. (3) Given the reactants N([C:10]([CH3:16])([CH3:15])[C:11]([O:13][CH3:14])=[O:12])=N[C:10]([CH3:16])([CH3:15])[C:11]([O:13][CH3:14])=[O:12].[C:17]1(C(CC([C:17]2[CH:22]=[CH:21][CH:20]=[CH:19][CH:18]=2)(C)C)=C)[CH:22]=[CH:21][CH:20]=[CH:19][CH:18]=1, predict the reaction product. The product is: [C:11]([O:13][CH2:14][C:17]1[CH:22]=[CH:21][CH:20]=[CH:19][CH:18]=1)(=[O:12])[C:10]([CH3:15])=[CH2:16]. (4) Given the reactants [Cl:1][C:2]1[CH:3]=[CH:4][C:5]([C:8]([NH:10][C:11]2[CH:24]=[C:23]3[C:14]([O:15][C:16]4[CH:17]=[CH:18][C:19]([O:36][CH3:37])=[CH:20][C:21]=4[C@@:22]43[CH2:28][O:27][C:26]([NH:29]C(=O)C(F)(F)F)=[N:25]4)=[CH:13][CH:12]=2)=[O:9])=[N:6][CH:7]=1.C(=O)([O-])[O-].[K+].[K+], predict the reaction product. The product is: [NH2:29][C:26]1[O:27][CH2:28][C@:22]2([N:25]=1)[C:23]1[CH:24]=[C:11]([NH:10][C:8]([C:5]3[CH:4]=[CH:3][C:2]([Cl:1])=[CH:7][N:6]=3)=[O:9])[CH:12]=[CH:13][C:14]=1[O:15][C:16]1[C:21]2=[CH:20][C:19]([O:36][CH3:37])=[CH:18][CH:17]=1. (5) Given the reactants [Br:1][C:2]1[C:3]([CH3:7])=[N:4][NH:5][CH:6]=1.[C:8](O[C:8]([O:10][C:11]([CH3:14])([CH3:13])[CH3:12])=[O:9])([O:10][C:11]([CH3:14])([CH3:13])[CH3:12])=[O:9].C([O-])([O-])=O.[Na+].[Na+], predict the reaction product. The product is: [C:8]([N:5]1[CH:6]=[C:2]([Br:1])[C:3]([CH3:7])=[N:4]1)([O:10][C:11]([CH3:14])([CH3:13])[CH3:12])=[O:9]. (6) Given the reactants [Cl:1][S:2]([OH:5])(=O)=[O:3].[CH2:6]([O:9][C:10]1[CH:15]=[CH:14][CH:13]=[CH:12][CH:11]=1)[C:7]#[CH:8], predict the reaction product. The product is: [CH2:6]([O:9][C:10]1[CH:15]=[CH:14][C:13]([S:2]([Cl:1])(=[O:5])=[O:3])=[CH:12][CH:11]=1)[C:7]#[CH:8]. (7) Given the reactants C(O)(=O)C1C=CC([C:6](O)=[O:7])=CC=1.C(O)(=O)CC[CH2:16][CH2:17][CH2:18][CH2:19][CH2:20][CH2:21][C:22]([OH:24])=[O:23].OCC([CH2:31][OH:32])O.OS(O)(=O)=O.[CH3:38]O, predict the reaction product. The product is: [C:6]([O:32][CH3:31])(=[O:7])[C:18]1[CH:17]=[CH:16][C:21]([C:22]([O:24][CH3:38])=[O:23])=[CH:20][CH:19]=1.